This data is from Catalyst prediction with 721,799 reactions and 888 catalyst types from USPTO. The task is: Predict which catalyst facilitates the given reaction. (1) Reactant: [Cl-].O[NH3+:3].[C:4](=[O:7])([O-])[OH:5].[Na+].CS(C)=O.[O:13]=[C:14]1[C:19]([CH2:20][C:21]2[CH:26]=[CH:25][C:24]([C:27]3[C:28]([C:33]#[N:34])=[CH:29][CH:30]=[CH:31][CH:32]=3)=[CH:23][CH:22]=2)=[C:18]([CH2:35][CH2:36][CH3:37])[N:17]2[N:38]=[CH:39][N:40]=[C:16]2[N:15]1[CH:41]1[CH2:46][CH2:45][CH2:44][O:43][CH2:42]1. Product: [O:7]=[C:4]1[O:5][N:3]=[C:33]([C:28]2[CH:29]=[CH:30][CH:31]=[CH:32][C:27]=2[C:24]2[CH:23]=[CH:22][C:21]([CH2:20][C:19]3[C:14](=[O:13])[N:15]([CH:41]4[CH2:46][CH2:45][CH2:44][O:43][CH2:42]4)[C:16]4[N:17]([N:38]=[CH:39][N:40]=4)[C:18]=3[CH2:35][CH2:36][CH3:37])=[CH:26][CH:25]=2)[NH:34]1. The catalyst class is: 13. (2) Reactant: [OH:1][C:2]1[CH:3]=[C:4]([CH:7]=[C:8]([OH:11])[C:9]=1[OH:10])[CH:5]=[O:6].[C:12]([O-:15])([O-])=O.[K+].[K+].Br[CH2:19][CH2:20][CH2:21][CH2:22][CH2:23][CH2:24][CH2:25][CH2:26][CH2:27][CH2:28][CH2:29][OH:30]. Product: [OH:30][CH2:29][CH2:28][CH2:27][CH2:26][CH2:25][CH2:24][CH2:23][CH2:22][CH2:21][CH2:20][CH2:19][O:1][C:2]1[CH:3]=[C:4]([CH:7]=[C:8]([O:11][CH2:19][CH2:20][CH2:21][CH2:22][CH2:23][CH2:24][CH2:25][CH2:26][CH2:27][CH2:28][CH2:12][OH:15])[C:9]=1[O:10][CH2:19][CH2:20][CH2:21][CH2:22][CH2:23][CH2:24][CH2:25][CH2:26][CH2:27][CH2:28][CH2:29][OH:30])[CH:5]=[O:6]. The catalyst class is: 3. (3) Reactant: [CH:1]1([C:4](=[O:29])[CH2:5][C:6]2[CH:7]=[N:8][C:9]([C:12]3[C:20]4[C:15](=[N:16][CH:17]=[CH:18][CH:19]=4)[N:14]([CH2:21][C:22]4[CH:27]=[CH:26][CH:25]=[CH:24][C:23]=4[F:28])[N:13]=3)=[N:10][CH:11]=2)[CH2:3][CH2:2]1.CO[CH:32](OC)[N:33]([CH3:35])[CH3:34]. Product: [CH:1]1([C:4](=[O:29])/[C:5](/[C:6]2[CH:7]=[N:8][C:9]([C:12]3[C:20]4[C:15](=[N:16][CH:17]=[CH:18][CH:19]=4)[N:14]([CH2:21][C:22]4[CH:27]=[CH:26][CH:25]=[CH:24][C:23]=4[F:28])[N:13]=3)=[N:10][CH:11]=2)=[CH:32]/[N:33]([CH3:35])[CH3:34])[CH2:3][CH2:2]1. The catalyst class is: 3. (4) Reactant: [C:1]12([CH2:9][CH:8](NC(NC3C=CC=C4C=3C=CN=C4)=O)[C:7]3[CH:24]=[CH:25][CH:26]=[CH:27][C:6]=3[O:5]1)[CH2:4][CH2:3][CH2:2]2.[OH:28]S(O)(=O)=O.[N+:33]([O-])([OH:35])=[O:34]. Product: [N+:33]([C:25]1[CH:26]=[CH:27][C:6]2[O:5][C:1]3([CH2:4][CH2:3][CH2:2]3)[CH2:9][C:8](=[O:28])[C:7]=2[CH:24]=1)([O-:35])=[O:34]. The catalyst class is: 15. (5) Reactant: [NH2:1][C:2]1[CH:10]=[C:9]([O:11][CH3:12])[CH:8]=[C:7]([O:13][CH3:14])[C:3]=1[C:4]([NH2:6])=[O:5].[CH:15]([C:17]1[CH:27]=[CH:26][C:20]([O:21][CH2:22][C:23]([NH2:25])=[O:24])=[CH:19][CH:18]=1)=O.S([O-])(O)=O.[Na+].O.C1(C)C=CC(S(O)(=O)=O)=CC=1. Product: [CH3:14][O:13][C:7]1[CH:8]=[C:9]([O:11][CH3:12])[CH:10]=[C:2]2[C:3]=1[C:4](=[O:5])[NH:6][C:15]([C:17]1[CH:27]=[CH:26][C:20]([O:21][CH2:22][C:23]([NH2:25])=[O:24])=[CH:19][CH:18]=1)=[N:1]2. The catalyst class is: 80. (6) Reactant: [CH3:1][C:2]1([CH3:25])[CH2:6][C:5]2([CH2:11][CH2:10][C:9]([C:12]3[C:13]([CH:23]=O)=[N:14][N:15]([CH:17]4[CH2:22][CH2:21][CH2:20][CH2:19][O:18]4)[CH:16]=3)=[CH:8][CH2:7]2)[O:4][CH2:3]1.[CH3:26][N:27]([CH2:35][CH2:36][NH:37][CH3:38])[C:28](=[O:34])[O:29][C:30]([CH3:33])([CH3:32])[CH3:31].[BH-](OC(C)=O)(OC(C)=O)OC(C)=O.[Na+]. Product: [CH3:25][C:2]1([CH3:1])[CH2:6][C:5]2([CH2:11][CH2:10][C:9]([C:12]3[C:13]([CH2:23][N:37]([CH3:38])[CH2:36][CH2:35][N:27]([CH3:26])[C:28](=[O:34])[O:29][C:30]([CH3:31])([CH3:32])[CH3:33])=[N:14][N:15]([CH:17]4[CH2:22][CH2:21][CH2:20][CH2:19][O:18]4)[CH:16]=3)=[CH:8][CH2:7]2)[O:4][CH2:3]1. The catalyst class is: 68. (7) The catalyst class is: 12. Product: [CH3:8][C:9]1[CH:10]=[CH:11][C:12]([C:15]2[N:19]([C:20]3[CH:21]=[N:22][CH:23]=[CH:24][CH:25]=3)[N:18]=[C:17]([C:26]([N:28]3[CH2:33][CH2:32][CH2:31][CH2:30][N:29]3[C:6]([NH2:5])=[O:7])=[O:27])[CH:16]=2)=[N:13][CH:14]=1. Reactant: C[Si]([N:5]=[C:6]=[O:7])(C)C.[CH3:8][C:9]1[CH:10]=[CH:11][C:12]([C:15]2[N:19]([C:20]3[CH:21]=[N:22][CH:23]=[CH:24][CH:25]=3)[N:18]=[C:17]([C:26]([N:28]3[CH2:33][CH2:32][CH2:31][CH2:30][NH:29]3)=[O:27])[CH:16]=2)=[N:13][CH:14]=1.CO.